From a dataset of Forward reaction prediction with 1.9M reactions from USPTO patents (1976-2016). Predict the product of the given reaction. (1) The product is: [F:1][C:2]1[C:3]([N+:17]([O-:19])=[O:18])=[C:4]([CH:7]=[C:8]([O:15][CH3:16])[C:9]=1[O:10][CH2:11][CH2:12][O:13][CH3:14])[CH:5]=[O:6]. Given the reactants [F:1][C:2]1[CH:3]=[C:4]([CH:7]=[C:8]([O:15][CH3:16])[C:9]=1[O:10][CH2:11][CH2:12][O:13][CH3:14])[CH:5]=[O:6].[N+:17]([O-])([OH:19])=[O:18], predict the reaction product. (2) Given the reactants [CH2:1]([N:3]1[C:7]2=[N:8][C:9]([CH2:33][CH3:34])=[C:10]([CH2:19][NH:20][C:21](=[O:32])[C:22]3[CH:27]=[CH:26][CH:25]=[C:24](CC(=O)C)[CH:23]=3)[C:11]([NH:12][CH:13]3[CH2:18][CH2:17][O:16][CH2:15][CH2:14]3)=[C:6]2[CH:5]=[N:4]1)[CH3:2].[CH:35](C1C=CC(C(O)=O)=CC=1)=[O:36], predict the reaction product. The product is: [CH2:1]([N:3]1[C:7]2=[N:8][C:9]([CH2:33][CH3:34])=[C:10]([CH2:19][NH:20][C:21](=[O:32])[C:22]3[CH:23]=[CH:24][C:25]([CH:35]=[O:36])=[CH:26][CH:27]=3)[C:11]([NH:12][CH:13]3[CH2:14][CH2:15][O:16][CH2:17][CH2:18]3)=[C:6]2[CH:5]=[N:4]1)[CH3:2].